Dataset: Peptide-MHC class II binding affinity with 134,281 pairs from IEDB. Task: Regression. Given a peptide amino acid sequence and an MHC pseudo amino acid sequence, predict their binding affinity value. This is MHC class II binding data. The peptide sequence is AAATAGTLVYGAFAA. The MHC is HLA-DPA10103-DPB10401 with pseudo-sequence HLA-DPA10103-DPB10401. The binding affinity (normalized) is 0.475.